This data is from Catalyst prediction with 721,799 reactions and 888 catalyst types from USPTO. The task is: Predict which catalyst facilitates the given reaction. Reactant: [CH2:1]([N:5]1[C:14]2[C:9](=[CH:10][CH:11]=[C:12]([C:15]([OH:17])=O)[CH:13]=2)[CH2:8][CH2:7][CH2:6]1)[CH2:2][CH2:3][CH3:4].CN(C(ON1N=NC2C=CC=CC1=2)=[N+](C)C)C.F[P-](F)(F)(F)(F)F.C(N(C(C)C)CC)(C)C.[NH2:51][C@@H:52]([CH2:66][C:67]1[CH:72]=[C:71]([F:73])[CH:70]=[C:69]([F:74])[CH:68]=1)[C@H:53]([OH:65])[CH2:54][NH:55][CH2:56][C:57]1[CH:62]=[CH:61][CH:60]=[C:59]([CH2:63][CH3:64])[CH:58]=1. Product: [CH2:1]([N:5]1[C:14]2[C:9](=[CH:10][CH:11]=[C:12]([C:15]([NH:51][C@@H:52]([CH2:66][C:67]3[CH:68]=[C:69]([F:74])[CH:70]=[C:71]([F:73])[CH:72]=3)[C@H:53]([OH:65])[CH2:54][NH:55][CH2:56][C:57]3[CH:62]=[CH:61][CH:60]=[C:59]([CH2:63][CH3:64])[CH:58]=3)=[O:17])[CH:13]=2)[CH2:8][CH2:7][CH2:6]1)[CH2:2][CH2:3][CH3:4]. The catalyst class is: 2.